From a dataset of Kir2.1 potassium channel HTS with 301,493 compounds. Binary Classification. Given a drug SMILES string, predict its activity (active/inactive) in a high-throughput screening assay against a specified biological target. (1) The molecule is S1\C(=C/c2c(nn(c2)c2ccccc2)c2cc(c(OCC)cc2)C)C(=O)N=C1N. The result is 0 (inactive). (2) The molecule is Clc1cc(S(=O)(=O)Nc2c(N3CCOCC3)cccc2)ccc1F. The result is 1 (active). (3) The drug is Brc1c(CNC2CCCCCCC2)cc(OC)c(OCCO)c1. The result is 0 (inactive). (4) The compound is s1c(CC(=O)Nc2ccc(N(C)C(=O)C)cc2)ccc1. The result is 0 (inactive). (5) The molecule is S(CC(=O)Nc1ccccc1)c1nnc(c2cccnc2)cc1. The result is 0 (inactive). (6) The drug is Clc1cc(NC(=O)N2C(CC(=O)Nc3c(OC)cccc3)C(=O)NCC2)ccc1Cl. The result is 0 (inactive). (7) The compound is Clc1c(NC(=O)CN2CCCCC2)ccc(NC(=O)c2c(Cl)cccc2)c1. The result is 0 (inactive).